This data is from Catalyst prediction with 721,799 reactions and 888 catalyst types from USPTO. The task is: Predict which catalyst facilitates the given reaction. Reactant: [CH3:1][O:2][CH2:3][CH2:4][O:5][CH2:6][CH2:7][NH:8][C@H:9]([C:11]([NH:13][NH:14][C@@H:15]([C:17]([O-:19])=[O:18])[CH3:16])=[O:12])[CH3:10].[CH3:20][O:21][CH2:22][CH2:23][O:24][CH2:25][CH2:20][O:21][CH2:22][CH2:23][O:24][CH2:25]COC(=O)[C@H](C)NC(OC(C)(C)C)=O.C1C=CC2N(O)N=NC=2C=1.C1CCC(N=C=NC2CCCCC2)CC1.[C:71](N[C@@H](C(O)=O)C)([O:73][C:74](C)(C)C)=O.CCN(C(C)C)C(C)C. Product: [CH3:20][O:21][CH2:22][CH2:23][O:24][CH2:25][CH2:1][O:2][CH2:3][CH2:4][O:5][CH2:6][CH2:7][NH:8][C@H:9]([C:11]([NH:13][NH:14][C@@H:15]([C:17]([O-:19])=[O:18])[CH3:16])=[O:12])[CH3:10].[CH3:71][O:73][CH2:74][CH2:1][O:2][CH2:3][CH2:4][O:5][CH2:6][CH2:7][NH:8][C@H:9]([C:11]([NH:13][NH:14][C@@H:15]([C:17]([O-:19])=[O:18])[CH3:16])=[O:12])[CH3:10]. The catalyst class is: 4.